From a dataset of Forward reaction prediction with 1.9M reactions from USPTO patents (1976-2016). Predict the product of the given reaction. Given the reactants [S:1]([CH2:7][CH2:8][OH:9])([CH2:4][CH2:5][OH:6])(=[O:3])=[O:2].Cl[C:11]([O:13][C:14]1[CH:19]=[CH:18][C:17]([N+:20]([O-:22])=[O:21])=[CH:16][CH:15]=1)=[O:12], predict the reaction product. The product is: [OH:6][CH2:5][CH2:4][S:1]([CH2:7][CH2:8][O:9][C:11]([O:13][C:14]1[CH:15]=[CH:16][C:17]([N+:20]([O-:22])=[O:21])=[CH:18][CH:19]=1)=[O:12])(=[O:3])=[O:2].